Dataset: NCI-60 drug combinations with 297,098 pairs across 59 cell lines. Task: Regression. Given two drug SMILES strings and cell line genomic features, predict the synergy score measuring deviation from expected non-interaction effect. (1) Drug 1: C1CC(=O)NC(=O)C1N2C(=O)C3=CC=CC=C3C2=O. Drug 2: CC12CCC3C(C1CCC2OP(=O)(O)O)CCC4=C3C=CC(=C4)OC(=O)N(CCCl)CCCl.[Na+]. Cell line: SR. Synergy scores: CSS=2.19, Synergy_ZIP=6.73, Synergy_Bliss=3.54, Synergy_Loewe=-5.04, Synergy_HSA=-0.239. (2) Drug 1: C(CC(=O)O)C(=O)CN.Cl. Drug 2: CC(C)CN1C=NC2=C1C3=CC=CC=C3N=C2N. Cell line: EKVX. Synergy scores: CSS=10.4, Synergy_ZIP=-3.59, Synergy_Bliss=-0.112, Synergy_Loewe=-0.944, Synergy_HSA=-1.15. (3) Drug 1: C1CC(=O)NC(=O)C1N2CC3=C(C2=O)C=CC=C3N. Drug 2: CC12CCC3C(C1CCC2OP(=O)(O)O)CCC4=C3C=CC(=C4)OC(=O)N(CCCl)CCCl.[Na+]. Cell line: PC-3. Synergy scores: CSS=6.28, Synergy_ZIP=-2.77, Synergy_Bliss=3.91, Synergy_Loewe=3.90, Synergy_HSA=3.94. (4) Drug 1: C1CCC(CC1)NC(=O)N(CCCl)N=O. Drug 2: CC=C1C(=O)NC(C(=O)OC2CC(=O)NC(C(=O)NC(CSSCCC=C2)C(=O)N1)C(C)C)C(C)C. Cell line: SNB-19. Synergy scores: CSS=79.7, Synergy_ZIP=5.83, Synergy_Bliss=4.85, Synergy_Loewe=-51.9, Synergy_HSA=7.55. (5) Drug 1: C1=CC(=CC=C1CC(C(=O)O)N)N(CCCl)CCCl.Cl. Drug 2: C1CN(P(=O)(OC1)NCCCl)CCCl. Cell line: M14. Synergy scores: CSS=0.445, Synergy_ZIP=0.694, Synergy_Bliss=1.55, Synergy_Loewe=-5.60, Synergy_HSA=-2.39. (6) Drug 1: CCCCC(=O)OCC(=O)C1(CC(C2=C(C1)C(=C3C(=C2O)C(=O)C4=C(C3=O)C=CC=C4OC)O)OC5CC(C(C(O5)C)O)NC(=O)C(F)(F)F)O. Drug 2: C(CN)CNCCSP(=O)(O)O. Cell line: HCT-15. Synergy scores: CSS=39.3, Synergy_ZIP=-0.0339, Synergy_Bliss=-0.807, Synergy_Loewe=-37.8, Synergy_HSA=-1.99. (7) Drug 1: C1=C(C(=O)NC(=O)N1)N(CCCl)CCCl. Drug 2: CN(CCCl)CCCl.Cl. Cell line: NCI/ADR-RES. Synergy scores: CSS=26.5, Synergy_ZIP=-6.88, Synergy_Bliss=4.68, Synergy_Loewe=1.65, Synergy_HSA=4.18. (8) Drug 1: C1CC(C1)(C(=O)O)C(=O)O.[NH2-].[NH2-].[Pt+2]. Drug 2: C1=CC=C(C=C1)NC(=O)CCCCCCC(=O)NO. Cell line: SK-MEL-5. Synergy scores: CSS=34.9, Synergy_ZIP=1.24, Synergy_Bliss=8.57, Synergy_Loewe=3.58, Synergy_HSA=7.26.